Dataset: Full USPTO retrosynthesis dataset with 1.9M reactions from patents (1976-2016). Task: Predict the reactants needed to synthesize the given product. The reactants are: [N:1]1[C:6]2[CH2:7][CH2:8][C:9]3[CH:19]=[CH:18][CH:17]=[CH:16][C:10]=3[N:11]([CH2:12][CH2:13][CH2:14][NH2:15])[C:5]=2[CH:4]=[CH:3][CH:2]=1.CCN(CC)CC.[F:27][C:28]([F:41])([F:40])[O:29][C:30]1[CH:35]=[CH:34][C:33]([S:36](Cl)(=[O:38])=[O:37])=[CH:32][CH:31]=1. Given the product [N:1]1[C:6]2[CH2:7][CH2:8][C:9]3[CH:19]=[CH:18][CH:17]=[CH:16][C:10]=3[N:11]([CH2:12][CH2:13][CH2:14][NH:15][S:36]([C:33]3[CH:32]=[CH:31][C:30]([O:29][C:28]([F:27])([F:40])[F:41])=[CH:35][CH:34]=3)(=[O:38])=[O:37])[C:5]=2[CH:4]=[CH:3][CH:2]=1, predict the reactants needed to synthesize it.